This data is from Full USPTO retrosynthesis dataset with 1.9M reactions from patents (1976-2016). The task is: Predict the reactants needed to synthesize the given product. The reactants are: C(OC([NH:8][NH:9][CH:10]1[CH2:15][CH2:14][CH2:13][N:12]([C:16]([O:18][CH2:19][C:20]2[CH:25]=[CH:24][CH:23]=[CH:22][CH:21]=2)=[O:17])[CH2:11]1)=O)(C)(C)C.[ClH:26]. Given the product [ClH:26].[CH2:19]([O:18][C:16]([N:12]1[CH2:13][CH2:14][CH2:15][CH:10]([NH:9][NH2:8])[CH2:11]1)=[O:17])[C:20]1[CH:25]=[CH:24][CH:23]=[CH:22][CH:21]=1, predict the reactants needed to synthesize it.